From a dataset of HIV replication inhibition screening data with 41,000+ compounds from the AIDS Antiviral Screen. Binary Classification. Given a drug SMILES string, predict its activity (active/inactive) in a high-throughput screening assay against a specified biological target. (1) The compound is Cc1ccc(Cc2n[nH]c(=O)[nH]2)cc1. The result is 0 (inactive). (2) The compound is CCCSc1nn2cc(NC(=O)OC)nc2s1. The result is 0 (inactive).